Dataset: Full USPTO retrosynthesis dataset with 1.9M reactions from patents (1976-2016). Task: Predict the reactants needed to synthesize the given product. (1) Given the product [Br:18][C:19]1[CH:24]=[C:23]([N:13]2[C:9]3[CH:8]=[CH:7][N:6]=[C:5]([NH:4][CH:1]4[CH2:2][CH2:3]4)[C:10]=3[C:11]([C:14]([O:16][CH3:17])=[O:15])=[N:12]2)[CH:22]=[CH:21][CH:20]=1, predict the reactants needed to synthesize it. The reactants are: [CH:1]1([NH:4][C:5]2[C:10]3[C:11]([C:14]([O:16][CH3:17])=[O:15])=[N:12][NH:13][C:9]=3[CH:8]=[CH:7][N:6]=2)[CH2:3][CH2:2]1.[Br:18][C:19]1[CH:20]=[C:21](B(O)O)[CH:22]=[CH:23][CH:24]=1. (2) The reactants are: [C:1]1([N:7]2[C:11]3=[N:12][CH:13]=[N:14][C:15]([NH:16]/[N:17]=[CH:18]/[C:19]4[CH:27]=[CH:26][C:22]([C:23](O)=[O:24])=[CH:21][CH:20]=4)=[C:10]3[CH:9]=[N:8]2)[CH:6]=[CH:5][CH:4]=[CH:3][CH:2]=1.[CH3:28][O:29][CH2:30][CH2:31][N:32]1[CH2:37][CH2:36][NH:35][CH2:34][CH2:33]1.C1(N2C3=NC=NC(N/N=C/C4C=CC(C(NCCCN5CCCC5)=O)=CC=4)=C3C=N2)C=CC=CC=1. Given the product [C:1]1([N:7]2[C:11]3=[N:12][CH:13]=[N:14][C:15]([NH:16][N:17]=[CH:18][C:19]4[CH:27]=[CH:26][C:22]([C:23]([N:35]5[CH2:36][CH2:37][N:32]([CH2:31][CH2:30][O:29][CH3:28])[CH2:33][CH2:34]5)=[O:24])=[CH:21][CH:20]=4)=[C:10]3[CH:9]=[N:8]2)[CH:2]=[CH:3][CH:4]=[CH:5][CH:6]=1, predict the reactants needed to synthesize it.